This data is from Reaction yield outcomes from USPTO patents with 853,638 reactions. The task is: Predict the reaction yield, written as a fraction of the theoretical maximum amount of product (1.0 means a 100% yield; for example, 0.34 means a 34% yield). The reactants are [F:1][C:2]([F:15])([F:14])[C:3](=[N:5][NH:6][C:7]1[CH:12]=[CH:11][C:10]([CH3:13])=[CH:9][CH:8]=1)[NH2:4].[CH3:16][O:17][C:18]1[CH:26]=[CH:25][C:21]([C:22](Cl)=O)=[CH:20][CH:19]=1.N1C=CC=CC=1. The catalyst is O1CCOCC1. The product is [CH3:16][O:17][C:18]1[CH:26]=[CH:25][C:21]([C:22]2[N:6]([C:7]3[CH:12]=[CH:11][C:10]([CH3:13])=[CH:9][CH:8]=3)[N:5]=[C:3]([C:2]([F:14])([F:15])[F:1])[N:4]=2)=[CH:20][CH:19]=1. The yield is 0.389.